From a dataset of NCI-60 drug combinations with 297,098 pairs across 59 cell lines. Regression. Given two drug SMILES strings and cell line genomic features, predict the synergy score measuring deviation from expected non-interaction effect. (1) Drug 1: CNC(=O)C1=CC=CC=C1SC2=CC3=C(C=C2)C(=NN3)C=CC4=CC=CC=N4. Drug 2: CC1=C(C=C(C=C1)NC(=O)C2=CC=C(C=C2)CN3CCN(CC3)C)NC4=NC=CC(=N4)C5=CN=CC=C5. Cell line: T-47D. Synergy scores: CSS=7.80, Synergy_ZIP=2.62, Synergy_Bliss=5.51, Synergy_Loewe=4.06, Synergy_HSA=4.42. (2) Drug 1: CN1CCC(CC1)COC2=C(C=C3C(=C2)N=CN=C3NC4=C(C=C(C=C4)Br)F)OC. Drug 2: COC1=C2C(=CC3=C1OC=C3)C=CC(=O)O2. Cell line: NCI-H460. Synergy scores: CSS=0.926, Synergy_ZIP=-0.828, Synergy_Bliss=-3.27, Synergy_Loewe=-6.55, Synergy_HSA=-4.48. (3) Drug 1: C1C(C(OC1N2C=C(C(=O)NC2=O)F)CO)O. Drug 2: CCC(=C(C1=CC=CC=C1)C2=CC=C(C=C2)OCCN(C)C)C3=CC=CC=C3.C(C(=O)O)C(CC(=O)O)(C(=O)O)O. Cell line: OVCAR-8. Synergy scores: CSS=31.7, Synergy_ZIP=-9.57, Synergy_Bliss=-0.568, Synergy_Loewe=-64.3, Synergy_HSA=0.0809. (4) Drug 1: CC1CCC2CC(C(=CC=CC=CC(CC(C(=O)C(C(C(=CC(C(=O)CC(OC(=O)C3CCCCN3C(=O)C(=O)C1(O2)O)C(C)CC4CCC(C(C4)OC)O)C)C)O)OC)C)C)C)OC. Drug 2: CN(CCCl)CCCl.Cl. Cell line: HL-60(TB). Synergy scores: CSS=74.4, Synergy_ZIP=-5.35, Synergy_Bliss=-6.79, Synergy_Loewe=-7.03, Synergy_HSA=-2.12. (5) Drug 1: CC1OCC2C(O1)C(C(C(O2)OC3C4COC(=O)C4C(C5=CC6=C(C=C35)OCO6)C7=CC(=C(C(=C7)OC)O)OC)O)O. Drug 2: COC1=NC(=NC2=C1N=CN2C3C(C(C(O3)CO)O)O)N. Cell line: M14. Synergy scores: CSS=14.3, Synergy_ZIP=-1.05, Synergy_Bliss=6.01, Synergy_Loewe=-16.0, Synergy_HSA=0.0977.